This data is from Forward reaction prediction with 1.9M reactions from USPTO patents (1976-2016). The task is: Predict the product of the given reaction. Given the reactants [C:1]1([C:7]2[CH:12]=[CH:11][C:10]([C:13]3[CH:18]=[CH:17][CH:16]=[CH:15][C:14]=3C)=[CH:9][N:8]=2)[CH:6]=[CH:5][CH:4]=[CH:3][CH:2]=1.[CH3:20]O, predict the reaction product. The product is: [C:1]1([C:7]2[CH:12]=[CH:11][C:10]([C:13]3[CH:14]=[C:15]([CH3:20])[CH:16]=[CH:17][CH:18]=3)=[CH:9][N:8]=2)[CH:2]=[CH:3][CH:4]=[CH:5][CH:6]=1.